Dataset: CYP2C9 inhibition data for predicting drug metabolism from PubChem BioAssay. Task: Regression/Classification. Given a drug SMILES string, predict its absorption, distribution, metabolism, or excretion properties. Task type varies by dataset: regression for continuous measurements (e.g., permeability, clearance, half-life) or binary classification for categorical outcomes (e.g., BBB penetration, CYP inhibition). Dataset: cyp2c9_veith. (1) The molecule is CC(C)CO/N=C1/C[C@@H](O)[C@@H](O)[C@H]2[C@@H]1CC[C@@H]1C(=O)N([C@@H](C)c3ccccc3)C(=O)[C@H]12. The result is 0 (non-inhibitor). (2) The molecule is c1csc(CNc2nc(-c3ccoc3)nc3ccccc23)c1. The result is 0 (non-inhibitor). (3) The drug is COc1ccc(OC)c([C@H](O)CNC(=O)CN)c1. The result is 0 (non-inhibitor). (4) The drug is CCN1C(=O)C=CC1=O. The result is 0 (non-inhibitor). (5) The drug is C[C@@]1(C(NC(=O)c2ccccc2)c2ccc(-c3ccccc3)cc2)C[C@H]1C1CCCCC1. The result is 0 (non-inhibitor). (6) The drug is COc1ncc2nc(CCc3ccccc3)c(=O)n(CCC#N)c2n1. The result is 0 (non-inhibitor). (7) The molecule is O=c1c2ccccc2nc2n1C(CSCc1cccc(C(F)(F)F)c1)CS2. The result is 1 (inhibitor). (8) The molecule is Nc1ncnc2c1ncn2CCCCC(=O)O. The result is 0 (non-inhibitor). (9) The molecule is CN1CCN(CCCNC(=O)c2ccc(CSCc3cccc(Cl)c3)o2)CC1. The result is 0 (non-inhibitor). (10) The molecule is CN(C)c1ncc2nc(-c3cccs3)c(=O)n(C)c2n1. The result is 0 (non-inhibitor).